Predict which catalyst facilitates the given reaction. From a dataset of Catalyst prediction with 721,799 reactions and 888 catalyst types from USPTO. Reactant: [NH2:1][C:2]1[CH:3]=[C:4]([C:8]2[CH:15]=[CH:14][C:11]([C:12]#[N:13])=[C:10]([Cl:16])[CH:9]=2)[CH:5]=[N:6][CH:7]=1.[CH2:17]([S:20](Cl)(=[O:22])=[O:21])[CH2:18][CH3:19]. Product: [Cl:16][C:10]1[CH:9]=[C:8]([C:4]2[CH:3]=[C:2]([NH:1][S:20]([CH2:17][CH2:18][CH3:19])(=[O:22])=[O:21])[CH:7]=[N:6][CH:5]=2)[CH:15]=[CH:14][C:11]=1[C:12]#[N:13]. The catalyst class is: 17.